This data is from NCI-60 drug combinations with 297,098 pairs across 59 cell lines. The task is: Regression. Given two drug SMILES strings and cell line genomic features, predict the synergy score measuring deviation from expected non-interaction effect. Drug 1: CC12CCC3C(C1CCC2=O)CC(=C)C4=CC(=O)C=CC34C. Drug 2: C1CN1P(=S)(N2CC2)N3CC3. Cell line: NCI-H322M. Synergy scores: CSS=17.3, Synergy_ZIP=-7.02, Synergy_Bliss=-4.03, Synergy_Loewe=-12.8, Synergy_HSA=-8.30.